Dataset: Forward reaction prediction with 1.9M reactions from USPTO patents (1976-2016). Task: Predict the product of the given reaction. (1) Given the reactants [OH-].[Na+].CO.[C:5]([C:7]([CH3:19])([CH3:18])[CH:8]([OH:17])[CH2:9][C:10]([O:12]C(C)(C)C)=[O:11])#[N:6], predict the reaction product. The product is: [C:5]([C:7]([CH3:19])([CH3:18])[CH:8]([OH:17])[CH2:9][C:10]([OH:12])=[O:11])#[N:6]. (2) Given the reactants [CH3:1][N:2]1[CH:6]=[CH:5][N:4]=[N:3]1.C([Li])CCC.[Cl:12][C:13]1[C:22]2[C:17](=[CH:18][CH:19]=[C:20]([CH:23]([C:25]3[C:26]([CH3:32])=[N:27][C:28]([CH3:31])=[CH:29][CH:30]=3)[OH:24])[CH:21]=2)[N:16]=[C:15]([O:33][CH3:34])[C:14]=1[CH2:35][C:36]1[CH:41]=[CH:40][C:39]([C:42]([F:45])([F:44])[F:43])=[CH:38][CH:37]=1, predict the reaction product. The product is: [Cl:12][C:13]1[C:22]2[C:17](=[CH:18][CH:19]=[C:20]([C:23]([C:25]3[C:26]([CH3:32])=[N:27][C:28]([CH3:31])=[CH:29][CH:30]=3)([C:6]3[N:2]([CH3:1])[N:3]=[N:4][CH:5]=3)[OH:24])[CH:21]=2)[N:16]=[C:15]([O:33][CH3:34])[C:14]=1[CH2:35][C:36]1[CH:37]=[CH:38][C:39]([C:42]([F:44])([F:43])[F:45])=[CH:40][CH:41]=1. (3) Given the reactants [CH3:1][NH:2][C:3]([C:5]1[C:9]2[CH:10]=[C:11](B3OC(C)(C)C(C)(C)O3)[C:12]([N:14]([CH3:19])[S:15]([CH3:18])(=[O:17])=[O:16])=[CH:13][C:8]=2[O:7][C:6]=1[C:29]1[S:33][C:32]([CH3:34])=[N:31][CH:30]=1)=[O:4].Cl[C:36]1[CH:45]=[CH:44][C:43]2[CH2:42][CH2:41][N:40]3[C:46]4[CH:47]=[CH:48][CH:49]=[C:50]([F:53])[C:51]=4[CH:52]=[C:39]3[C:38]=2[N:37]=1.C([O-])([O-])=O.[Na+].[Na+].C([O-])([O-])=O.[K+].[K+].CC(C1C=C(C(C)C)C(C2C=CC=CC=2P(C2CCCCC2)C2CCCCC2)=C(C(C)C)C=1)C, predict the reaction product. The product is: [F:53][C:50]1[C:51]2[CH:52]=[C:39]3[C:38]4[N:37]=[C:36]([C:11]5[C:12]([N:14]([CH3:19])[S:15]([CH3:18])(=[O:17])=[O:16])=[CH:13][C:8]6[O:7][C:6]([C:29]7[S:33][C:32]([CH3:34])=[N:31][CH:30]=7)=[C:5]([C:3]([NH:2][CH3:1])=[O:4])[C:9]=6[CH:10]=5)[CH:45]=[CH:44][C:43]=4[CH2:42][CH2:41][N:40]3[C:46]=2[CH:47]=[CH:48][CH:49]=1. (4) The product is: [O:13]([CH2:12][CH2:11][N:3]1[CH:7]=[C:6]([CH:8]=[O:9])[CH:5]=[N:4]1)[C:14]1[CH:19]=[CH:18][CH:17]=[CH:16][CH:15]=1. Given the reactants [H-].[Na+].[NH:3]1[CH:7]=[C:6]([CH:8]=[O:9])[CH:5]=[N:4]1.Br[CH2:11][CH2:12][O:13][C:14]1[CH:19]=[CH:18][CH:17]=[CH:16][CH:15]=1, predict the reaction product.